From a dataset of Catalyst prediction with 721,799 reactions and 888 catalyst types from USPTO. Predict which catalyst facilitates the given reaction. (1) Reactant: [Cl:1][C:2]1[CH:3]=[C:4]([N:8]=[C:9]([C:12]2[CH:16]=[N:15][O:14][N:13]=2)SC)[CH:5]=[CH:6][CH:7]=1.[NH2:17][OH:18].O. Product: [Cl:1][C:2]1[CH:3]=[C:4]([NH:8][C:9]([C:12]2[CH:16]=[N:15][O:14][N:13]=2)=[N:17][OH:18])[CH:5]=[CH:6][CH:7]=1. The catalyst class is: 8. (2) The catalyst class is: 86. Reactant: [Br:1][CH2:2][CH2:3][N:4]([CH2:21][CH3:22])[C:5]1[CH:10]=[CH:9][C:8](/[N:11]=[N:12]/[C:13]2[CH:20]=[CH:19][C:16]([CH:17]=O)=[CH:15][CH:14]=2)=[CH:7][CH:6]=1.Cl.[CH3:24][N:25]1[C:29]([CH3:30])=[CH:28][S:27]/[C:26]/1=[N:31]\[NH2:32].[OH-].[Na+]. Product: [CH3:24][N:25]1[C:29]([CH3:30])=[CH:28][S:27]/[C:26]/1=[N:31]\[N:32]=[CH:17][C:16]1[CH:19]=[CH:20][C:13](/[N:12]=[N:11]/[C:8]2[CH:9]=[CH:10][C:5]([N:4]([CH2:3][CH2:2][Br:1])[CH2:21][CH3:22])=[CH:6][CH:7]=2)=[CH:14][CH:15]=1. (3) Reactant: [CH2:1]([N:5]1[C:14]([CH2:15][NH:16]C(=O)OCC2C3C=CC=CC=3C3C2=CC=CC=3)=[C:13]([C:34]2[CH:39]=[CH:38][CH:37]=[CH:36][CH:35]=2)[C:12]2[C:7](=[CH:8][CH:9]=[C:10]([C:40]3[S:41][CH:42]=[C:43]([CH3:45])[N:44]=3)[CH:11]=2)[C:6]1=[O:46])[CH:2]([CH3:4])[CH3:3].N1CCCC1.O. Product: [NH2:16][CH2:15][C:14]1[N:5]([CH2:1][CH:2]([CH3:4])[CH3:3])[C:6](=[O:46])[C:7]2[C:12]([C:13]=1[C:34]1[CH:39]=[CH:38][CH:37]=[CH:36][CH:35]=1)=[CH:11][C:10]([C:40]1[S:41][CH:42]=[C:43]([CH3:45])[N:44]=1)=[CH:9][CH:8]=2. The catalyst class is: 9. (4) Reactant: [CH:1]1([C:10]2[CH:17]=[CH:16][CH:15]=[CH:14][C:11]=2[CH:12]=O)[C:9]2[C:4](=[CH:5][CH:6]=[CH:7][CH:8]=2)[CH:3]=[CH:2]1.[NH2:18][C:19]1[CH:24]=[CH:23][CH:22]=[CH:21][CH:20]=1.[BH4-].[Na+].O. Product: [CH:1]1([C:10]2[CH:17]=[CH:16][CH:15]=[CH:14][C:11]=2[CH2:12][NH:18][C:19]2[CH:24]=[CH:23][CH:22]=[CH:21][CH:20]=2)[C:9]2[C:4](=[CH:5][CH:6]=[CH:7][CH:8]=2)[CH:3]=[CH:2]1. The catalyst class is: 548. (5) Reactant: O[CH:2]([C:6]1[C:14]2[O:13][CH2:12][CH:11]([C:15]3[CH:20]=[CH:19][C:18]([CH:21]([CH3:23])[CH3:22])=[CH:17][CH:16]=3)[C:10]=2[C:9]([CH3:24])=[C:8]([NH:25][C:26](=[O:32])[CH2:27][C:28]([CH3:31])([CH3:30])[CH3:29])[C:7]=1[CH3:33])[CH2:3][CH2:4][CH3:5]. Product: [CH2:2]([C:6]1[C:14]2[O:13][CH2:12][CH:11]([C:15]3[CH:20]=[CH:19][C:18]([CH:21]([CH3:23])[CH3:22])=[CH:17][CH:16]=3)[C:10]=2[C:9]([CH3:24])=[C:8]([NH:25][C:26](=[O:32])[CH2:27][C:28]([CH3:29])([CH3:31])[CH3:30])[C:7]=1[CH3:33])[CH2:3][CH2:4][CH3:5]. The catalyst class is: 195.